This data is from Experimentally validated miRNA-target interactions with 360,000+ pairs, plus equal number of negative samples. The task is: Binary Classification. Given a miRNA mature sequence and a target amino acid sequence, predict their likelihood of interaction. (1) The miRNA is mmu-miR-292a-5p with sequence ACUCAAACUGGGGGCUCUUUUG. The protein sequence of the target gene is MRSLRFISAEALVSHSQLVQENLDNIAYNLYPLLFKASYLLEQADVTRALLSHWPLEEFRLAVLLRPNTDHPEDLRDRACKACLEACMQGIADHVLKSGSNRLRVADFTGIQDVQVQQCPCGRALGRWGRTKVLARTCCQLQGQPCSAGHPIEVFADLFVTEGNFDMVVQALKPLGPAPLQVCCPSLRADSLSPGQLLQVLGLAGPGNLRKLEVVHNVRLHAGHVQQLLTQVGFPQLTSLTLPTKAFDAPPTCAPDPEGEDLLLTSIAWELSQMNQLTELSVAFSTLTGKIQTLLSPLKT.... Result: 1 (interaction). (2) The miRNA is hsa-miR-6719-3p with sequence UCUGACAUCAGUGAUUCUCCUG. The protein sequence of the target gene is MFQNLQGTFEKEIGKIIPFTIAFKRAEAVEPDGCVQSWRCCLPCDLGQASRFIHTTVCSAIRWRSCKGERNFAERHILPAELEEQSNHAGMGPILPAMPSVDGNHFQHPAGDCHPYGILCLQAHSASVTARQVLQ. Result: 0 (no interaction). (3) The miRNA is hsa-miR-6848-5p with sequence UGGGGGCUGGGAUGGGCCAUGGU. The protein sequence of the target gene is MPSGCHSSPPSGLRGDMASLVPLSPYLSPTVLLLVSCDLGFVRADRPPSPVNVTVTHLRANSATVSWDVPEGNIVIGYSISQQRQNGPGQRVIREVNTTTRACALWGLAEDSDYTVQVRSIGLRGESPPGPRVHFRTLKGSDRLPSNSSSPGDITVEGLDGERPLQTGEVVIIVVVLLMWAAVIGLFCRQYDIIKDNDSNNNPKEKGKGPEQSPQGRPVGTRQKKSPSINTIDV. Result: 0 (no interaction). (4) The protein sequence of the target gene is MCGNNMSTPLPAIVPAARKATAAVIFLHGLGDTGHGWAEAFAGIRSSHIKYICPHAPVRPVTLNMNVAMPSWFDIIGLSPDSQEDESGIKQAAENIKALIDQEVKNGIPSNRIILGGFSQGGALSLYTALTTQQKLAGVTALSCWLPLRASFPQGPIGGANRDISILQCHGDCDPLVPLMFGSLTVEKLKTLVNPANVTFKTYEGMMHSSCQQEMMDVKQFIDKLLPPID. Result: 1 (interaction). The miRNA is hsa-miR-6832-5p with sequence AGUAGAGAGGAAAAGUUAGGGUC. (5) The miRNA is hsa-miR-4653-5p with sequence UCUCUGAGCAAGGCUUAACACC. The protein sequence of the target gene is MTHLQAGLSPETLEKARLELNENPDTLHQDIQEVRDMVITRPDIGFLRTDDAFILRFLRARKFHHFEAFRLLAQYFEYRQQNLDMFKSFKATDPGIKQALKDGFPGGLANLDHYGRKILVLFAANWDQSRYTLVDILRAILLSLEAMIEDPELQVNGFVLIIDWSNFTFKQASKLTPSMLRLAIEGLQDSFPARFGGIHFVNQPWYIHALYTVIRPFLKEKTRKRIFLHGNNLNSLHQLIHPEILPSEFGGMLPPYDMGTWARTLLDHEYDDDSEYNVDSYSMPVKEVEKELSPKSMKRS.... Result: 1 (interaction). (6) The miRNA is hsa-miR-664b-5p with sequence UGGGCUAAGGGAGAUGAUUGGGUA. The protein sequence of the target gene is MPSAFSVSSFPVSIPAVLTQTDWTEPWLMGLATFHALCVLLTCLSSRSYRLQIGHFLCLVILVYCAEYINEAAAMNWRLFSKYQYFDSRGMFISIVFSAPLLVNAMIIVVMWVWKTLNVMTDLKNAQERRKEKKRRRKED. Result: 0 (no interaction). (7) The miRNA is hsa-miR-6834-5p with sequence GUGAGGGACUGGGAUUUGUGG. The protein sequence of the target gene is MADKVRRQRPRRRVCWALVAVLLADLLALSDTLAVMSVDLGSESMKVAIVKPGVPMEIVLNKESRRKTPVIVTLKENERFFGDSAASMAIKNPKATLRYFQHLLGKQADNPHVALYQARFPEHELTFDPQRQTVHFQISSQLQFSPEEVLGMVLNYSRSLAEDFAEQPIKDAVITVPVFFNQAERRAVLQAARMAGLKVLQLINDNTATALSYGVFRRKDINTTAQNIMFYDMGSGSTVCTIVTYQMVKTKEAGMQPQLQIRGVGFDRTLGGLEMELRLRERLAGLFNEQRKGQRAKDVR.... Result: 1 (interaction). (8) The miRNA is mmu-miR-344d-3p with sequence GAUAUAACCACUGCCAGACUGA. The protein sequence of the target gene is MPGLSCRFYQHKFPEVEDVVMVNVRSIAEMGAYVSLLEYNNIEGMILLSELSRRRIRSINKLIRIGRNECVVVIRVDKEKGYIDLSKRRVSPEEAIKCEDKFTKSKTVYSILRHVAEVLEYTKDEQLESLFQRTAWVFDDKYKRPGYGAYDAFKHAVSDPSILDSLDLNEDEREVLINNINRRLTPQAVKIRADIEVACYGYEGIDAVKEALRAGLNCSTETMPIKINLIAPPRYVMTTTTLERTEGLSVLNQAMAVIKEKIEEKRGVFNVQMEPKVVTDTDETELARQLERLERENAEV.... Result: 1 (interaction). (9) The miRNA is hsa-miR-302b-3p with sequence UAAGUGCUUCCAUGUUUUAGUAG. The protein sequence of the target gene is MFFSEARARSRTWEASPSEHRKWVEVFKACDEDHKGYLSREDFKTAVVMLFGYKPSKIEVDSVMSSINPNTSGILLEGFLNIVRKKKEAQRYRNEVRHIFTAFDTYYRGFLTLEDFKKAFRQVAPKLPERTVLEVFREVDRDSDGHVSFRDFEYALNYGQKEA. Result: 1 (interaction). (10) The miRNA is hsa-miR-328-3p with sequence CUGGCCCUCUCUGCCCUUCCGU. The protein sequence of the target gene is MRGGHKGGRCACPRVIRKVLAKCGCCFARGGRESYSIAGSEGSISASAASGLAAPSGPSSGLSSGPCSPGPPGPVSGLRRWLDHSKHCLSVETEADSGQAGPYENWMLEPALATGEELPELTLLTTLLEGPGDKTQPPEEETLSQAPESEEEQKKKALERSMYVLSELVETEKMYVDDLGQIVEGYMATMAAQGVPESLRGRDRIVFGNIQQIYEWHRDYFLQELQRCLKDPDWLAQLFIKHERRLHMYVVYCQNKPKSEHVVSEFGDSYFEELRQQLGHRLQLNDLLIKPVQRIMKYQL.... Result: 1 (interaction).